This data is from NCI-60 drug combinations with 297,098 pairs across 59 cell lines. The task is: Regression. Given two drug SMILES strings and cell line genomic features, predict the synergy score measuring deviation from expected non-interaction effect. Cell line: U251. Synergy scores: CSS=5.79, Synergy_ZIP=-2.41, Synergy_Bliss=-0.772, Synergy_Loewe=0.278, Synergy_HSA=0.445. Drug 1: C1CC(=O)NC(=O)C1N2CC3=C(C2=O)C=CC=C3N. Drug 2: CC(C)(C#N)C1=CC(=CC(=C1)CN2C=NC=N2)C(C)(C)C#N.